From a dataset of Forward reaction prediction with 1.9M reactions from USPTO patents (1976-2016). Predict the product of the given reaction. (1) Given the reactants [O:1]1[C:5]2[CH:6]=[CH:7][C:8]([CH2:10][C:11](O)=[O:12])=[CH:9][C:4]=2[O:3][CH2:2]1.CO, predict the reaction product. The product is: [O:1]1[C:5]2[CH:6]=[CH:7][C:8]([CH2:10][CH2:11][OH:12])=[CH:9][C:4]=2[O:3][CH2:2]1. (2) Given the reactants [Cl:1][C:2]1[CH:3]=[C:4]([CH:20]=[CH:21][CH:22]=1)[C:5]([NH:7][NH:8][C:9](=O)[CH2:10][NH:11][C:12](=[O:18])[O:13][C:14]([CH3:17])([CH3:16])[CH3:15])=O.COC1C=CC(P2(SP(C3C=CC(OC)=CC=3)(=S)S2)=[S:32])=CC=1, predict the reaction product. The product is: [C:14]([O:13][C:12]([NH:11][CH2:10][C:9]1[S:32][C:5]([C:4]2[CH:20]=[CH:21][CH:22]=[C:2]([Cl:1])[CH:3]=2)=[N:7][N:8]=1)=[O:18])([CH3:17])([CH3:16])[CH3:15]. (3) Given the reactants Cl[C:2]1[CH:3]=[CH:4][N:5]2[C:10]([C:11]=1[CH3:12])=[C:9]([CH:13]1[CH2:15][CH2:14]1)[CH:8]=[C:7]([C:16]([O:18][CH3:19])=[O:17])[C:6]2=[O:20].[F:21][C:22]1[CH:27]=[C:26](B2OC(C)(C)C(C)(C)O2)[CH:25]=[CH:24][C:23]=1[CH2:37][NH:38][C:39](=[O:45])[O:40][C:41]([CH3:44])([CH3:43])[CH3:42], predict the reaction product. The product is: [C:41]([O:40][C:39]([NH:38][CH2:37][C:23]1[CH:24]=[CH:25][C:26]([C:2]2[CH:3]=[CH:4][N:5]3[C:10]([C:11]=2[CH3:12])=[C:9]([CH:13]2[CH2:15][CH2:14]2)[CH:8]=[C:7]([C:16]([O:18][CH3:19])=[O:17])[C:6]3=[O:20])=[CH:27][C:22]=1[F:21])=[O:45])([CH3:44])([CH3:42])[CH3:43]. (4) Given the reactants [OH:1][C:2]1[CH:10]=[CH:9][C:5]([C:6]([OH:8])=[O:7])=[C:4]([CH3:11])[CH:3]=1.S(=O)(=O)(O)O.[CH3:17][C:18](=[CH2:20])[CH3:19], predict the reaction product. The product is: [C:18]([O:1][C:2]1[CH:10]=[CH:9][C:5]([C:6]([O:8][C:4]([CH3:11])([CH3:5])[CH3:3])=[O:7])=[C:4]([CH3:11])[CH:3]=1)([CH3:19])([CH3:17])[CH3:20]. (5) The product is: [CH3:19][N:20]([CH3:30])[C:21]1[CH:22]=[C:23]([CH:27]=[CH:28][CH:29]=1)[C:24]([NH:1][C:2]1[CH:3]=[C:4]2[C:9](=[C:10]([CH3:12])[CH:11]=1)[CH:8]=[N:7][C:6]([NH:13][C:14]([NH:16][CH2:17][CH3:18])=[O:15])=[CH:5]2)=[O:25]. Given the reactants [NH2:1][C:2]1[CH:3]=[C:4]2[C:9](=[C:10]([CH3:12])[CH:11]=1)[CH:8]=[N:7][C:6]([NH:13][C:14]([NH:16][CH2:17][CH3:18])=[O:15])=[CH:5]2.[CH3:19][N:20]([CH3:30])[C:21]1[CH:22]=[C:23]([CH:27]=[CH:28][CH:29]=1)[C:24](O)=[O:25].CCN(C(C)C)C(C)C, predict the reaction product. (6) The product is: [OH:1][C@H:2]1[C:10]2[C:5](=[CH:6][CH:7]=[CH:8][CH:9]=2)[CH2:4][C@:3]1([CH2:20][C:21]1[CH:29]=[CH:28][C:24]([C:25]([NH2:45])=[O:26])=[CH:23][CH:22]=1)[C:11]1[CH2:12][C:13]2[C:18]([CH:19]=1)=[CH:17][CH:16]=[CH:15][CH:14]=2. Given the reactants [OH:1][C@H:2]1[C:10]2[C:5](=[CH:6][CH:7]=[CH:8][CH:9]=2)[CH2:4][C@:3]1([CH2:20][C:21]1[CH:29]=[CH:28][C:24]([C:25](O)=[O:26])=[CH:23][CH:22]=1)[C:11]1[CH2:12][C:13]2[C:18]([CH:19]=1)=[CH:17][CH:16]=[CH:15][CH:14]=2.CC(OC(OC(OC(C)(C)C)=O)=O)(C)C.[N:45]1C=CC=CC=1.C(=O)(O)[O-].[NH4+], predict the reaction product.